This data is from Forward reaction prediction with 1.9M reactions from USPTO patents (1976-2016). The task is: Predict the product of the given reaction. The product is: [NH4+:8].[OH-:5].[C:1]([O:5][C:6]([N:8]1[CH2:13][CH2:12][C:11]([CH3:14])([C:15]([C:16]2[C:24]3[C:19](=[N:20][CH:21]=[C:22]([C:25]4[CH:26]=[C:27]([O:35][CH3:36])[C:28]([O:33][CH3:34])=[C:29]([O:31][CH3:32])[CH:30]=4)[N:23]=3)[NH:18][CH:17]=2)=[O:47])[CH2:10][CH2:9]1)=[O:7])([CH3:4])([CH3:3])[CH3:2].[C:1]([O:5][C:6]([N:8]1[CH2:13][CH2:12][C:11]([CH3:14])([C:15]([C:16]2[C:24]3[C:19](=[N:20][CH:21]=[C:22]([C:25]4[CH:26]=[C:27]([O:35][CH3:36])[C:28]([O:33][CH3:34])=[C:29]([O:31][CH3:32])[CH:30]=4)[N:23]=3)[N:18]([Si:37]([CH:38]([CH3:40])[CH3:39])([CH:41]([CH3:43])[CH3:42])[CH:44]([CH3:45])[CH3:46])[CH:17]=2)=[O:47])[CH2:10][CH2:9]1)=[O:7])([CH3:3])([CH3:4])[CH3:2]. Given the reactants [C:1]([O:5][C:6]([N:8]1[CH2:13][CH2:12][C:11]([CH:15]([OH:47])[C:16]2[C:24]3[C:19](=[N:20][CH:21]=[C:22]([C:25]4[CH:30]=[C:29]([O:31][CH3:32])[C:28]([O:33][CH3:34])=[C:27]([O:35][CH3:36])[CH:26]=4)[N:23]=3)[N:18]([Si:37]([CH:44]([CH3:46])[CH3:45])([CH:41]([CH3:43])[CH3:42])[CH:38]([CH3:40])[CH3:39])[CH:17]=2)([CH3:14])[CH2:10][CH2:9]1)=[O:7])([CH3:4])([CH3:3])[CH3:2].CC(OI1(OC(C)=O)(OC(C)=O)OC(=O)C2C=CC=CC1=2)=O, predict the reaction product.